Dataset: Forward reaction prediction with 1.9M reactions from USPTO patents (1976-2016). Task: Predict the product of the given reaction. (1) Given the reactants C(Cl)CCl.[CH3:5][C:6]1[O:7][CH:8]=[C:9]([C:11]([OH:13])=O)[N:10]=1.C[O:15][C:16](=[O:67])[C@@H:17]([NH:34][C:35]([C@@H:37]1[CH2:46][C:45]2[CH:44]=[C:43]3[O:47][CH2:48][C@H:49]([C:51]4[CH:56]=[CH:55][C:54]([O:57][CH2:58][C:59]5[CH:64]=[CH:63][C:62]([Cl:65])=[C:61]([Cl:66])[CH:60]=5)=[CH:53][CH:52]=4)[O:50][C:42]3=[CH:41][C:40]=2[CH2:39][NH:38]1)=[O:36])[CH2:18][C:19]1[CH:24]=[CH:23][C:22]([O:25][C:26]2[CH:31]=[CH:30][N:29]=[C:28]([CH3:32])[C:27]=2[CH3:33])=[CH:21][CH:20]=1, predict the reaction product. The product is: [Cl:66][C:61]1[CH:60]=[C:59]([CH:64]=[CH:63][C:62]=1[Cl:65])[CH2:58][O:57][C:54]1[CH:55]=[CH:56][C:51]([C@H:49]2[CH2:48][O:47][C:43]3=[CH:44][C:45]4[CH2:46][C@@H:37]([C:35]([NH:34][C@@H:17]([CH2:18][C:19]5[CH:24]=[CH:23][C:22]([O:25][C:26]6[CH:31]=[CH:30][N:29]=[C:28]([CH3:32])[C:27]=6[CH3:33])=[CH:21][CH:20]=5)[C:16]([OH:67])=[O:15])=[O:36])[N:38]([C:11]([C:9]5[N:10]=[C:6]([CH3:5])[O:7][CH:8]=5)=[O:13])[CH2:39][C:40]=4[CH:41]=[C:42]3[O:50]2)=[CH:52][CH:53]=1. (2) Given the reactants [CH3:1][O:2][C:3]1[CH:8]=[CH:7][C:6]([C:9]2[CH:17]=[CH:16][CH:15]=[C:14]3[C:10]=2[CH2:11][C:12](=[O:18])[NH:13]3)=[CH:5][CH:4]=1.[N:19]1([CH2:24][CH2:25][NH:26][C:27]([C:29]2[CH:33]=[C:32]([CH3:34])[NH:31][C:30]=2[CH:35]=O)=[O:28])[CH:23]=[CH:22][N:21]=[N:20]1, predict the reaction product. The product is: [N:19]1([CH2:24][CH2:25][NH:26][C:27]([C:29]2[CH:33]=[C:32]([CH3:34])[NH:31][C:30]=2[CH:35]=[C:11]2[C:10]3[C:14](=[CH:15][CH:16]=[CH:17][C:9]=3[C:6]3[CH:7]=[CH:8][C:3]([O:2][CH3:1])=[CH:4][CH:5]=3)[NH:13][C:12]2=[O:18])=[O:28])[CH:23]=[CH:22][N:21]=[N:20]1.